From a dataset of NCI-60 drug combinations with 297,098 pairs across 59 cell lines. Regression. Given two drug SMILES strings and cell line genomic features, predict the synergy score measuring deviation from expected non-interaction effect. (1) Drug 1: CC=C1C(=O)NC(C(=O)OC2CC(=O)NC(C(=O)NC(CSSCCC=C2)C(=O)N1)C(C)C)C(C)C. Drug 2: CS(=O)(=O)CCNCC1=CC=C(O1)C2=CC3=C(C=C2)N=CN=C3NC4=CC(=C(C=C4)OCC5=CC(=CC=C5)F)Cl. Cell line: SK-OV-3. Synergy scores: CSS=47.6, Synergy_ZIP=-4.88, Synergy_Bliss=-1.51, Synergy_Loewe=-24.6, Synergy_HSA=-0.117. (2) Drug 1: C1C(C(OC1N2C=C(C(=O)NC2=O)F)CO)O. Cell line: OVCAR-4. Drug 2: C(=O)(N)NO. Synergy scores: CSS=13.0, Synergy_ZIP=-2.79, Synergy_Bliss=1.86, Synergy_Loewe=-7.91, Synergy_HSA=1.39. (3) Cell line: TK-10. Synergy scores: CSS=15.5, Synergy_ZIP=-5.98, Synergy_Bliss=-15.3, Synergy_Loewe=-27.6, Synergy_HSA=-16.5. Drug 2: CCC1(CC2CC(C3=C(CCN(C2)C1)C4=CC=CC=C4N3)(C5=C(C=C6C(=C5)C78CCN9C7C(C=CC9)(C(C(C8N6C=O)(C(=O)OC)O)OC(=O)C)CC)OC)C(=O)OC)O.OS(=O)(=O)O. Drug 1: CC1=C2C(C(=O)C3(C(CC4C(C3C(C(C2(C)C)(CC1OC(=O)C(C(C5=CC=CC=C5)NC(=O)OC(C)(C)C)O)O)OC(=O)C6=CC=CC=C6)(CO4)OC(=O)C)OC)C)OC. (4) Drug 1: CC1=C(C=C(C=C1)NC2=NC=CC(=N2)N(C)C3=CC4=NN(C(=C4C=C3)C)C)S(=O)(=O)N.Cl. Drug 2: C1CC(C1)(C(=O)O)C(=O)O.[NH2-].[NH2-].[Pt+2]. Cell line: K-562. Synergy scores: CSS=46.3, Synergy_ZIP=10.5, Synergy_Bliss=10.3, Synergy_Loewe=6.67, Synergy_HSA=12.6.